This data is from Reaction yield outcomes from USPTO patents with 853,638 reactions. The task is: Predict the reaction yield, written as a fraction of the theoretical maximum amount of product (1.0 means a 100% yield; for example, 0.34 means a 34% yield). (1) The reactants are [NH2:1][C:2]1[C:7]2=[C:8]([C:30]3[CH:31]=[CH:32][C:33]4[C:37]([CH:38]=3)=[N:36][N:35]([CH2:39][C:40]3[CH:45]=[CH:44][CH:43]=[CH:42][CH:41]=3)[CH:34]=4)[CH:9]=[C:10]([C:11]3[CH:16]=[CH:15][C:14]([N:17]4[CH2:22][CH2:21][N:20](C(OC(C)(C)C)=O)[CH2:19][CH2:18]4)=[CH:13][CH:12]=3)[N:6]2[N:5]=[CH:4][N:3]=1.FC(F)(F)C(O)=O. The catalyst is ClCCl. The product is [CH2:39]([N:35]1[CH:34]=[C:33]2[C:37]([CH:38]=[C:30]([C:8]3[CH:9]=[C:10]([C:11]4[CH:16]=[CH:15][C:14]([N:17]5[CH2:22][CH2:21][NH:20][CH2:19][CH2:18]5)=[CH:13][CH:12]=4)[N:6]4[C:7]=3[C:2]([NH2:1])=[N:3][CH:4]=[N:5]4)[CH:31]=[CH:32]2)=[N:36]1)[C:40]1[CH:45]=[CH:44][CH:43]=[CH:42][CH:41]=1. The yield is 0.960. (2) The reactants are [CH2:1]([O:3][C:4]([C:6]1[C:18]([CH2:19][CH2:20][C:21]([F:24])([F:23])[F:22])=[N:17][C:9]2[C@H:10]3[N:14]([C:15](=[O:16])[C:8]=2[C:7]=1[C:25]1[CH:33]=[CH:32][C:28]([C:29]([OH:31])=O)=[CH:27][CH:26]=1)[CH2:13][CH2:12][CH2:11]3)=[O:5])[CH3:2].CCN=C=NCCCN(C)C.C1C=CC2N(O)N=NC=2C=1.[NH2:55][C@H:56]1[C:64]2[C:59](=[CH:60][CH:61]=[CH:62][CH:63]=2)[CH2:58][CH2:57]1. The catalyst is ClCCl. The product is [C@H:56]1([NH:55][C:29]([C:28]2[CH:32]=[CH:33][C:25]([C:7]3[C:8]4[C:15](=[O:16])[N:14]5[C@H:10]([C:9]=4[N:17]=[C:18]([CH2:19][CH2:20][C:21]([F:23])([F:22])[F:24])[C:6]=3[C:4]([O:3][CH2:1][CH3:2])=[O:5])[CH2:11][CH2:12][CH2:13]5)=[CH:26][CH:27]=2)=[O:31])[C:64]2[C:59](=[CH:60][CH:61]=[CH:62][CH:63]=2)[CH2:58][CH2:57]1. The yield is 0.490. (3) The reactants are Cl[CH2:2][CH2:3][CH2:4][C:5](Cl)=[O:6].[NH2:8][C:9]1[C:29]([Br:30])=[CH:28][C:12]2[C:13]([C:23]([O:25][CH2:26][CH3:27])=[O:24])=[C:14]([C:16]3[CH:21]=[CH:20][C:19]([F:22])=[CH:18][CH:17]=3)[O:15][C:11]=2[CH:10]=1.CCN(CC)CC.C([O-])([O-])=O.[K+].[K+]. The catalyst is C(Cl)Cl.CC#N.O. The product is [Br:30][C:29]1[C:9]([N:8]2[CH2:2][CH2:3][CH2:4][C:5]2=[O:6])=[CH:10][C:11]2[O:15][C:14]([C:16]3[CH:17]=[CH:18][C:19]([F:22])=[CH:20][CH:21]=3)=[C:13]([C:23]([O:25][CH2:26][CH3:27])=[O:24])[C:12]=2[CH:28]=1. The yield is 0.400. (4) The reactants are [CH2:1]([CH:3]([NH2:6])[CH2:4][CH3:5])[CH3:2].N1C=CC=CC=1.Cl[C:14]([O:16][C:17]1[CH:22]=[CH:21][CH:20]=[CH:19][CH:18]=1)=[O:15].O. The catalyst is O1CCCC1.CCCCCC. The product is [CH2:1]([CH:3]([NH:6][C:14](=[O:15])[O:16][C:17]1[CH:22]=[CH:21][CH:20]=[CH:19][CH:18]=1)[CH2:4][CH3:5])[CH3:2]. The yield is 0.591.